Dataset: Forward reaction prediction with 1.9M reactions from USPTO patents (1976-2016). Task: Predict the product of the given reaction. (1) Given the reactants [C:1]([N:4]1[C:13]2[C:8](=[CH:9][C:10]([C:14]#[N:15])=[CH:11][CH:12]=2)[C@H:7]([NH2:16])[C@@H:6]([CH3:17])[C@@H:5]1[CH:18]1[CH2:20][CH2:19]1)(=[O:3])[CH3:2].[Si:21]([O:28][CH2:29][C:30]1[C:31](Cl)=[N:32][C:33]([CH3:36])=[CH:34][CH:35]=1)([C:24]([CH3:27])([CH3:26])[CH3:25])([CH3:23])[CH3:22].CC(C)([O-])C.[Na+].CN(C1C(C2C(P(C3CCCCC3)C3CCCCC3)=CC=CC=2)=CC=CC=1)C, predict the reaction product. The product is: [C:1]([N:4]1[C:13]2[C:8](=[CH:9][C:10]([C:14]#[N:15])=[CH:11][CH:12]=2)[C@H:7]([NH:16][C:31]2[C:30]([CH2:29][O:28][Si:21]([C:24]([CH3:26])([CH3:25])[CH3:27])([CH3:22])[CH3:23])=[CH:35][CH:34]=[C:33]([CH3:36])[N:32]=2)[C@@H:6]([CH3:17])[C@@H:5]1[CH:18]1[CH2:20][CH2:19]1)(=[O:3])[CH3:2]. (2) Given the reactants [C:1]([O:4][CH2:5][C:6]1[CH2:10][C:9](O)([C:11]([Cl:14])([Cl:13])[Cl:12])[N:8]([C:16]2[C:21]([Cl:22])=[CH:20][CH:19]=[CH:18][N:17]=2)[N:7]=1)(=[O:3])[CH3:2].C(Cl)(=O)C(Cl)=O, predict the reaction product. The product is: [C:1]([O:4][CH2:5][C:6]1[CH:10]=[C:9]([C:11]([Cl:12])([Cl:13])[Cl:14])[N:8]([C:16]2[C:21]([Cl:22])=[CH:20][CH:19]=[CH:18][N:17]=2)[N:7]=1)(=[O:3])[CH3:2]. (3) Given the reactants [C:1]([C:3]1[CH:8]=[CH:7][CH:6]=[C:5]([CH2:9][CH2:10][O:11][CH2:12][CH2:13][C:14]([O:16][C:17]([CH3:20])([CH3:19])[CH3:18])=[O:15])[N:4]=1)#[N:2].[C:21](OC)(=[O:29])[C:22]1[C:23](=[CH:25][CH:26]=[CH:27][CH:28]=1)[SH:24].C(N(CC)CC)C, predict the reaction product. The product is: [O:29]=[C:21]1[C:22]2[CH:28]=[CH:27][CH:26]=[CH:25][C:23]=2[S:24][C:1]([C:3]2[N:4]=[C:5]([CH2:9][CH2:10][O:11][CH2:12][CH2:13][C:14]([O:16][C:17]([CH3:20])([CH3:19])[CH3:18])=[O:15])[CH:6]=[CH:7][CH:8]=2)=[N:2]1.